From a dataset of Orexin1 receptor HTS with 218,158 compounds and 233 confirmed actives. Binary Classification. Given a drug SMILES string, predict its activity (active/inactive) in a high-throughput screening assay against a specified biological target. (1) The molecule is S(c1nc2c(c(c1)C)cccc2)CC(=O)c1cc2OCOc2cc1. The result is 1 (active). (2) The compound is Clc1ccc(CN(Cc2ccc(cc2)C(O)=O)C(=S)Nc2cc(ccc2)C)cc1. The result is 0 (inactive). (3) The result is 0 (inactive). The drug is Clc1c(C(=O)NCCc2ccc(OC)cc2)ccc(Cl)c1.